This data is from Merck oncology drug combination screen with 23,052 pairs across 39 cell lines. The task is: Regression. Given two drug SMILES strings and cell line genomic features, predict the synergy score measuring deviation from expected non-interaction effect. (1) Drug 1: NC(=O)c1cccc2cn(-c3ccc(C4CCCNC4)cc3)nc12. Synergy scores: synergy=13.6. Cell line: ZR751. Drug 2: Cn1c(=O)n(-c2ccc(C(C)(C)C#N)cc2)c2c3cc(-c4cnc5ccccc5c4)ccc3ncc21. (2) Drug 1: N#Cc1ccc(Cn2cncc2CN2CCN(c3cccc(Cl)c3)C(=O)C2)cc1. Drug 2: C=CCn1c(=O)c2cnc(Nc3ccc(N4CCN(C)CC4)cc3)nc2n1-c1cccc(C(C)(C)O)n1. Cell line: HCT116. Synergy scores: synergy=14.9. (3) Drug 1: O=P1(N(CCCl)CCCl)NCCCO1. Drug 2: CC1(c2nc3c(C(N)=O)cccc3[nH]2)CCCN1. Cell line: NCIH520. Synergy scores: synergy=4.43. (4) Drug 1: Cc1nc(Nc2ncc(C(=O)Nc3c(C)cccc3Cl)s2)cc(N2CCN(CCO)CC2)n1. Drug 2: COC1CC2CCC(C)C(O)(O2)C(=O)C(=O)N2CCCCC2C(=O)OC(C(C)CC2CCC(OP(C)(C)=O)C(OC)C2)CC(=O)C(C)C=C(C)C(O)C(OC)C(=O)C(C)CC(C)C=CC=CC=C1C. Cell line: OCUBM. Synergy scores: synergy=28.2. (5) Drug 1: CC1CC2C3CCC4=CC(=O)C=CC4(C)C3(F)C(O)CC2(C)C1(O)C(=O)CO. Drug 2: O=C(O)C1(Cc2cccc(Nc3nccs3)n2)CCC(Oc2cccc(Cl)c2F)CC1. Cell line: VCAP. Synergy scores: synergy=-7.81.